Dataset: Merck oncology drug combination screen with 23,052 pairs across 39 cell lines. Task: Regression. Given two drug SMILES strings and cell line genomic features, predict the synergy score measuring deviation from expected non-interaction effect. (1) Drug 1: CCN(CC)CCNC(=O)c1c(C)[nH]c(C=C2C(=O)Nc3ccc(F)cc32)c1C. Drug 2: C=CCn1c(=O)c2cnc(Nc3ccc(N4CCN(C)CC4)cc3)nc2n1-c1cccc(C(C)(C)O)n1. Cell line: PA1. Synergy scores: synergy=-2.35. (2) Drug 1: NC(=O)c1cccc2cn(-c3ccc(C4CCCNC4)cc3)nc12. Drug 2: NC1CCCCC1N.O=C(O)C(=O)O.[Pt+2]. Cell line: SW620. Synergy scores: synergy=13.4. (3) Drug 1: N#Cc1ccc(Cn2cncc2CN2CCN(c3cccc(Cl)c3)C(=O)C2)cc1. Drug 2: Cn1nnc2c(C(N)=O)ncn2c1=O. Cell line: A2058. Synergy scores: synergy=38.5. (4) Drug 1: O=C(CCCCCCC(=O)Nc1ccccc1)NO. Drug 2: O=C(O)C1(Cc2cccc(Nc3nccs3)n2)CCC(Oc2cccc(Cl)c2F)CC1. Cell line: SKMES1. Synergy scores: synergy=-5.72. (5) Cell line: NCIH460. Drug 2: O=C(NOCC(O)CO)c1ccc(F)c(F)c1Nc1ccc(I)cc1F. Drug 1: O=c1[nH]cc(F)c(=O)[nH]1. Synergy scores: synergy=16.3. (6) Drug 1: COc1cc(C2c3cc4c(cc3C(OC3OC5COC(C)OC5C(O)C3O)C3COC(=O)C23)OCO4)cc(OC)c1O. Drug 2: CNC(=O)c1cc(Oc2ccc(NC(=O)Nc3ccc(Cl)c(C(F)(F)F)c3)cc2)ccn1. Cell line: T47D. Synergy scores: synergy=-12.4.